Dataset: Peptide-MHC class I binding affinity with 185,985 pairs from IEDB/IMGT. Task: Regression. Given a peptide amino acid sequence and an MHC pseudo amino acid sequence, predict their binding affinity value. This is MHC class I binding data. (1) The peptide sequence is RIKTRLFTI. The MHC is HLA-A68:02 with pseudo-sequence HLA-A68:02. The binding affinity (normalized) is 0.0847. (2) The peptide sequence is SQWDDPWGEVL. The MHC is HLA-B27:05 with pseudo-sequence HLA-B27:05. The binding affinity (normalized) is 0. (3) The peptide sequence is LPVFATIGL. The MHC is HLA-A03:01 with pseudo-sequence HLA-A03:01. The binding affinity (normalized) is 0.0847. (4) The peptide sequence is HPRVSSEVHI. The MHC is HLA-A02:02 with pseudo-sequence HLA-A02:02. The binding affinity (normalized) is 0. (5) The peptide sequence is KVIVYCHYY. The MHC is HLA-B27:03 with pseudo-sequence HLA-B27:03. The binding affinity (normalized) is 0.0847.